This data is from Peptide-MHC class I binding affinity with 185,985 pairs from IEDB/IMGT. The task is: Regression. Given a peptide amino acid sequence and an MHC pseudo amino acid sequence, predict their binding affinity value. This is MHC class I binding data. (1) The peptide sequence is AYFKDCLF. The MHC is HLA-A24:02 with pseudo-sequence HLA-A24:02. The binding affinity (normalized) is 0.281. (2) The peptide sequence is QALSPRTLNAW. The MHC is HLA-B54:01 with pseudo-sequence HLA-B54:01. The binding affinity (normalized) is 0. (3) The peptide sequence is TTRAVNMEV. The MHC is HLA-B40:01 with pseudo-sequence HLA-B40:01. The binding affinity (normalized) is 0.213. (4) The peptide sequence is VENPDILRV. The binding affinity (normalized) is 0.431. The MHC is HLA-B45:01 with pseudo-sequence HLA-B45:01. (5) The peptide sequence is YLSGTDDEVI. The MHC is HLA-A02:01 with pseudo-sequence HLA-A02:01. The binding affinity (normalized) is 0.502.